From a dataset of Reaction yield outcomes from USPTO patents with 853,638 reactions. Predict the reaction yield, written as a fraction of the theoretical maximum amount of product (1.0 means a 100% yield; for example, 0.34 means a 34% yield). (1) The reactants are [NH:1]([C:9]([O:11][C:12]([CH3:15])([CH3:14])[CH3:13])=[O:10])[C@H:2]([CH2:7][OH:8])[CH2:3][CH2:4][CH2:5][CH3:6].[H-].[Na+].C1OCCOCCOCCOCCOCCOC1.Br[CH2:37][C:38]([O:40][CH2:41][CH3:42])=[O:39]. The catalyst is O1CCCC1. The product is [C:12]([O:11][C:9]([NH:1][C@@H:2]([CH2:3][CH2:4][CH2:5][CH3:6])[CH2:7][O:8][CH2:37][C:38]([O:40][CH2:41][CH3:42])=[O:39])=[O:10])([CH3:14])([CH3:13])[CH3:15]. The yield is 0.550. (2) The yield is 0.930. The product is [F:24][C:25]1[CH:26]=[C:27]([C:31]2[C@:32]3([CH2:48][CH2:47][C@H:46]4[C@@H:37]([CH2:38][CH2:39][C:40]5[CH:41]=[C:42]([C:52]([N:53]([CH3:6])[CH2:54][CH2:55][C:56]([O:58][C:59]([CH3:62])([CH3:61])[CH3:60])=[O:57])=[O:1])[CH:43]=[CH:44][C:45]=54)[C@@H:34]3[CH2:35][CH:36]=2)[CH3:33])[CH:28]=[N:29][CH:30]=1. The reactants are [OH2:1].ON1C2C=CC=C[C:6]=2N=N1.Cl.CN(C)CCCN=C=NCC.[F:24][C:25]1[CH:26]=[C:27]([C:31]2[C@:32]3([CH2:48][CH2:47][C@H:46]4[C@@H:37]([CH2:38][CH2:39][C:40]5[CH:41]=[C:42](C(O)=O)[CH:43]=[CH:44][C:45]=54)[C@@H:34]3[CH2:35][CH:36]=2)[CH3:33])[CH:28]=[N:29][CH:30]=1.[CH3:52][NH:53][CH2:54][CH2:55][C:56]([O:58][C:59]([CH3:62])([CH3:61])[CH3:60])=[O:57]. The catalyst is C1COCC1.CN(C=O)C.O.C(N(CC)CC)C. (3) The reactants are [N+:1]([C:4]1[CH:5]=[C:6]([CH:14]=[CH:15][CH:16]=1)[CH2:7][N:8]1[CH2:13][CH2:12][CH2:11][CH2:10][CH2:9]1)([O-])=O.C(O)C.O.NN. The catalyst is C1COCC1.[Ni]. The product is [N:8]1([CH2:7][C:6]2[CH:5]=[C:4]([NH2:1])[CH:16]=[CH:15][CH:14]=2)[CH2:13][CH2:12][CH2:11][CH2:10][CH2:9]1. The yield is 0.950. (4) The catalyst is C1COCC1. The product is [Cl:1][C:2]1[CH:3]=[C:4]2[C:8](=[CH:9][CH:10]=1)[NH:7][CH:6]=[C:5]2[CH2:11][CH2:12][NH:13][C:14](=[O:23])[C:15]1[CH:20]=[CH:19][C:18]([CH2:21][NH:31][CH2:30][CH:24]2[CH2:29][CH2:28][CH2:27][CH2:26][CH2:25]2)=[CH:17][CH:16]=1. The yield is 0.710. The reactants are [Cl:1][C:2]1[CH:3]=[C:4]2[C:8](=[CH:9][CH:10]=1)[NH:7][CH:6]=[C:5]2[CH2:11][CH2:12][NH:13][C:14](=[O:23])[C:15]1[CH:20]=[CH:19][C:18]([CH2:21]Cl)=[CH:17][CH:16]=1.[CH:24]1([CH2:30][NH2:31])[CH2:29][CH2:28][CH2:27][CH2:26][CH2:25]1.[I-].[Na+]. (5) The yield is 0.600. The catalyst is C1COCC1.C(Cl)Cl. The product is [CH3:17][C:15]1[N:14]=[C:13]2[C:9]([N:10]=[CH:11][N:12]2[CH:18]2[CH2:23][CH2:22][CH2:21][CH2:20][O:19]2)=[C:8]([C:7]2[C:2]([NH:24][C:25]3[CH:26]=[CH:27][C:28]([NH:31][C:32]([CH:34]4[CH2:35][CH2:36]4)=[O:33])=[CH:29][CH:30]=3)=[N:3][CH:4]=[CH:5][CH:6]=2)[N:16]=1. The reactants are F[C:2]1[C:7]([C:8]2[N:16]=[C:15]([CH3:17])[N:14]=[C:13]3[C:9]=2[N:10]=[CH:11][N:12]3[CH:18]2[CH2:23][CH2:22][CH2:21][CH2:20][O:19]2)=[CH:6][CH:5]=[CH:4][N:3]=1.[NH2:24][C:25]1[CH:30]=[CH:29][C:28]([NH:31][C:32]([CH:34]2[CH2:36][CH2:35]2)=[O:33])=[CH:27][CH:26]=1.C[Si](N[Si](C)(C)C)(C)C.[Li].CO.